From a dataset of NCI-60 drug combinations with 297,098 pairs across 59 cell lines. Regression. Given two drug SMILES strings and cell line genomic features, predict the synergy score measuring deviation from expected non-interaction effect. (1) Drug 1: CN1CCC(CC1)COC2=C(C=C3C(=C2)N=CN=C3NC4=C(C=C(C=C4)Br)F)OC. Drug 2: C1=NC(=NC(=O)N1C2C(C(C(O2)CO)O)O)N. Cell line: EKVX. Synergy scores: CSS=16.7, Synergy_ZIP=-4.09, Synergy_Bliss=-2.17, Synergy_Loewe=-5.26, Synergy_HSA=-2.74. (2) Drug 1: C1CC(=O)NC(=O)C1N2CC3=C(C2=O)C=CC=C3N. Drug 2: CC1=C(C=C(C=C1)NC(=O)C2=CC=C(C=C2)CN3CCN(CC3)C)NC4=NC=CC(=N4)C5=CN=CC=C5. Cell line: M14. Synergy scores: CSS=0.333, Synergy_ZIP=2.79, Synergy_Bliss=2.54, Synergy_Loewe=-0.541, Synergy_HSA=-1.14.